From a dataset of Forward reaction prediction with 1.9M reactions from USPTO patents (1976-2016). Predict the product of the given reaction. (1) Given the reactants [Br:1][CH2:2][C:3]([C:5]1[CH:9]=[CH:8][S:7][CH:6]=1)=[O:4].[S:10]1[CH:14]=[C:13]([CH:15]([NH:27][C:28]2[CH:33]=[CH:32][CH:31]=[CH:30][CH:29]=2)[C:16]([O:18][C@@H:19]2[CH:24]3[CH2:25][CH2:26][N:21]([CH2:22][CH2:23]3)[CH2:20]2)=[O:17])[C:12]2[CH:34]=[CH:35][CH:36]=[CH:37][C:11]1=2, predict the reaction product. The product is: [Br-:1].[S:10]1[CH:14]=[C:13]([CH:15]([NH:27][C:28]2[CH:33]=[CH:32][CH:31]=[CH:30][CH:29]=2)[C:16]([O:18][C@@H:19]2[CH:24]3[CH2:25][CH2:26][N+:21]([CH2:2][C:3](=[O:4])[C:5]4[CH:9]=[CH:8][S:7][CH:6]=4)([CH2:22][CH2:23]3)[CH2:20]2)=[O:17])[C:12]2[CH:34]=[CH:35][CH:36]=[CH:37][C:11]1=2. (2) Given the reactants [OH-:1].[Na+].CC(O)(C)CN[C:7]1[C:16]2[C:11](=[CH:12][CH:13]=[CH:14][CH:15]=2)[N:10]2[N:17]=[N:18][N:19]=[C:9]2[C:8]=1[N+:20]([O-:22])=[O:21], predict the reaction product. The product is: [N+:20]([C:8]1[C:9]2[N:10]([N:17]=[N:18][N:19]=2)[C:11]2[C:16]([C:7]=1[OH:1])=[CH:15][CH:14]=[CH:13][CH:12]=2)([O-:22])=[O:21]. (3) Given the reactants [C:1]([C:5]1[CH:6]=[C:7]([C:16]2[CH:17]=[C:18]([C:24]3[CH:29]=[CH:28][C:27]([C:30]([O:32][CH2:33][CH3:34])=[O:31])=[CH:26][CH:25]=3)[CH:19]=[CH:20][C:21]=2[CH:22]=[CH2:23])[CH:8]=[CH:9][C:10]=1[N:11]([CH2:14][CH3:15])[CH2:12][CH3:13])([CH3:4])([CH3:3])[CH3:2].B12CC(CCC1)CC[CH2:36]2.[OH-:44].[Na+].OO, predict the reaction product. The product is: [C:1]([C:5]1[CH:6]=[C:7]([C:16]2[CH:17]=[C:18]([C:24]3[CH:29]=[CH:28][C:27]([C:30]([O:32][CH2:33][CH3:34])=[O:31])=[CH:26][CH:25]=3)[CH:19]=[CH:20][C:21]=2[CH2:22][CH2:23][CH2:36][OH:44])[CH:8]=[CH:9][C:10]=1[N:11]([CH2:14][CH3:15])[CH2:12][CH3:13])([CH3:3])([CH3:4])[CH3:2]. (4) Given the reactants [Cl:1][C:2]1[CH:11]=[C:10]([OH:12])[CH:9]=[CH:8][C:3]=1[C:4]([O:6][CH3:7])=[O:5].C(=O)([O-])[O-].[Cs+].[Cs+].[I-].[Na+].Br[CH2:22][CH2:23][O:24][CH2:25][C:26]1[CH:31]=[CH:30][CH:29]=[CH:28][CH:27]=1, predict the reaction product. The product is: [CH2:25]([O:24][CH2:23][CH2:22][O:12][C:10]1[CH:9]=[CH:8][C:3]([C:4]([O:6][CH3:7])=[O:5])=[C:2]([Cl:1])[CH:11]=1)[C:26]1[CH:31]=[CH:30][CH:29]=[CH:28][CH:27]=1. (5) The product is: [Br:19][C:2]1[CH:3]=[C:4]([C:11]([F:14])([F:13])[F:12])[C:5]([C:8](=[O:10])[CH3:9])=[N:6][CH:7]=1. Given the reactants N[C:2]1[CH:3]=[C:4]([C:11]([F:14])([F:13])[F:12])[C:5]([C:8](=[O:10])[CH3:9])=[N:6][CH:7]=1.N([O-])=O.[Na+].[BrH:19].[OH-].[Na+], predict the reaction product. (6) Given the reactants [NH2:1][CH:2]([C:39]([OH:48])([C:44]([F:47])([F:46])[F:45])[C:40]([F:43])([F:42])[F:41])[C:3]([NH:5][C@:6]([C:28]1[CH:33]=[CH:32][C:31]([F:34])=[C:30]([O:35][CH:36]([CH3:38])[CH3:37])[CH:29]=1)([C:14]1[CH:19]=[C:18]([O:20][C:21]([F:26])([F:25])[CH:22]([F:24])[F:23])[CH:17]=[C:16]([F:27])[CH:15]=1)[CH2:7][C:8]1[CH:13]=[CH:12][CH:11]=[CH:10][CH:9]=1)=O.B.[H][H].B(F)(F)F.CCOCC.[H-].[H-].[H-].[H-].[Li+].[Al+3], predict the reaction product. The product is: [NH2:1][CH:2]([CH2:3][NH:5][C@:6]([C:28]1[CH:33]=[CH:32][C:31]([F:34])=[C:30]([O:35][CH:36]([CH3:38])[CH3:37])[CH:29]=1)([C:14]1[CH:19]=[C:18]([O:20][C:21]([F:25])([F:26])[CH:22]([F:24])[F:23])[CH:17]=[C:16]([F:27])[CH:15]=1)[CH2:7][C:8]1[CH:9]=[CH:10][CH:11]=[CH:12][CH:13]=1)[C:39]([C:44]([F:45])([F:46])[F:47])([OH:48])[C:40]([F:43])([F:42])[F:41]. (7) Given the reactants Br[C:2]1[CH:3]=[C:4]([C:11]([C:13]2[C:21]3[CH:20]=[N:19][CH:18]=[N:17][C:16]=3[N:15]([CH:22]([CH3:24])[CH3:23])[CH:14]=2)=[O:12])[CH:5]=[N:6][C:7]=1[O:8][CH2:9][CH3:10].[NH3:25], predict the reaction product. The product is: [NH2:25][C:2]1[CH:3]=[C:4]([C:11]([C:13]2[C:21]3[CH:20]=[N:19][CH:18]=[N:17][C:16]=3[N:15]([CH:22]([CH3:24])[CH3:23])[CH:14]=2)=[O:12])[CH:5]=[N:6][C:7]=1[O:8][CH2:9][CH3:10].